This data is from Full USPTO retrosynthesis dataset with 1.9M reactions from patents (1976-2016). The task is: Predict the reactants needed to synthesize the given product. (1) Given the product [Br:5][C:6]1[CH:11]=[CH:10][CH:9]=[C:8]([S:12]([CH2:15][C:16]2[CH:21]=[CH:20][C:19]([C:22]([F:38])([C:27]([F:30])([F:29])[F:28])[C:23]([F:26])([F:25])[F:24])=[CH:18][CH:17]=2)(=[O:14])=[O:13])[CH:7]=1, predict the reactants needed to synthesize it. The reactants are: C(Cl)CCl.[Br:5][C:6]1[CH:7]=[C:8]([S:12]([CH2:15][C:16]2[CH:21]=[CH:20][C:19]([C:22](O)([C:27]([F:30])([F:29])[F:28])[C:23]([F:26])([F:25])[F:24])=[CH:18][CH:17]=2)(=[O:14])=[O:13])[CH:9]=[CH:10][CH:11]=1.C(N(S(F)(F)[F:38])CC)C. (2) Given the product [F:17][CH:13]([F:18])[O:1][C:2]1[CH:9]=[CH:8][C:5]([CH:6]=[O:7])=[CH:4][C:3]=1[O:10][CH3:11], predict the reactants needed to synthesize it. The reactants are: [OH:1][C:2]1[CH:9]=[CH:8][C:5]([CH:6]=[O:7])=[CH:4][C:3]=1[O:10][CH3:11].Cl[C:13]([F:18])([F:17])C([O-])=O.[Na+].C(=O)([O-])[O-].[Cs+].[Cs+].Cl.